This data is from Oral bioavailability binary classification data from Ma et al.. The task is: Regression/Classification. Given a drug SMILES string, predict its absorption, distribution, metabolism, or excretion properties. Task type varies by dataset: regression for continuous measurements (e.g., permeability, clearance, half-life) or binary classification for categorical outcomes (e.g., BBB penetration, CYP inhibition). Dataset: bioavailability_ma. (1) The drug is Nc1nc(NC2CC2)c2ncn([C@H]3C=C[C@@H](CO)C3)c2n1. The result is 1 (high bioavailability). (2) The drug is CCN(CC)CCN1C(=O)CN=C(c2ccccc2F)c2cc(Cl)ccc21. The result is 1 (high bioavailability). (3) The compound is CN(C)CCOc1ccc(/C(=C(/CCCl)c2ccccc2)c2ccccc2)cc1. The result is 1 (high bioavailability). (4) The molecule is COc1ccc(C2CNC(=O)C2)cc1OC1CCCC1. The result is 1 (high bioavailability). (5) The compound is CCCCC[C@H](O)/C=C/[C@H]1[C@H](O)CC(=O)[C@@H]1CCCCCCC(=O)O. The result is 0 (low bioavailability). (6) The drug is Cc1ccc(Nc2c(F)cccc2Cl)c(CC(=O)O)c1. The result is 1 (high bioavailability). (7) The molecule is CC(C)(Oc1ccc(CCNC(=O)c2ccc(Cl)cc2)cc1)C(=O)O. The result is 1 (high bioavailability).